From a dataset of Reaction yield outcomes from USPTO patents with 853,638 reactions. Predict the reaction yield, written as a fraction of the theoretical maximum amount of product (1.0 means a 100% yield; for example, 0.34 means a 34% yield). (1) The reactants are [Cl:1][C:2]1[C:10]([C:11]#[N:12])=[CH:9][CH:8]=[C:7]2[C:3]=1[CH:4]=[C:5]([CH2:18][OH:19])[N:6]2[CH2:13][C:14]([F:17])([F:16])[F:15]. The catalyst is CC#N.O=[Mn]=O. The product is [Cl:1][C:2]1[C:10]([C:11]#[N:12])=[CH:9][CH:8]=[C:7]2[C:3]=1[CH:4]=[C:5]([CH:18]=[O:19])[N:6]2[CH2:13][C:14]([F:16])([F:17])[F:15]. The yield is 0.670. (2) The reactants are [Br:1][C:2]1[CH:3]=[C:4]([C:8]2[C:17]([N:18]([CH:20]([CH3:22])[CH3:21])[CH3:19])=[N:16][C:15]3[C:10](=[CH:11][CH:12]=[C:13]([C:23]([O:25]C)=[O:24])[CH:14]=3)[N:9]=2)[CH:5]=[N:6][CH:7]=1.[OH-].[Na+].O. The catalyst is CO. The product is [Br:1][C:2]1[CH:3]=[C:4]([C:8]2[C:17]([N:18]([CH:20]([CH3:22])[CH3:21])[CH3:19])=[N:16][C:15]3[C:10](=[CH:11][CH:12]=[C:13]([C:23]([OH:25])=[O:24])[CH:14]=3)[N:9]=2)[CH:5]=[N:6][CH:7]=1. The yield is 0.800.